Dataset: Forward reaction prediction with 1.9M reactions from USPTO patents (1976-2016). Task: Predict the product of the given reaction. (1) Given the reactants [Br:1][C:2]1[CH:8]=[C:7]([C:9]([F:15])([F:14])[C:10]([F:13])([F:12])[F:11])[CH:6]=[C:5]([C:16]([F:19])([F:18])[F:17])[C:3]=1[NH2:4].[N+:20]([C:23]1[CH:24]=[C:25]([CH:29]=[CH:30][CH:31]=1)[C:26](Cl)=[O:27])([O-:22])=[O:21].O.C(OCC)(=O)C, predict the reaction product. The product is: [Br:1][C:2]1[CH:8]=[C:7]([C:9]([F:14])([F:15])[C:10]([F:13])([F:12])[F:11])[CH:6]=[C:5]([C:16]([F:17])([F:18])[F:19])[C:3]=1[NH:4][C:26](=[O:27])[C:25]1[CH:29]=[CH:30][CH:31]=[C:23]([N+:20]([O-:22])=[O:21])[CH:24]=1. (2) Given the reactants Cl.O1CCOCC1.C(OC([NH:15][C@H:16]1[C@:21]([OH:23])([CH3:22])[C@@H:20]([CH3:24])[CH2:19][N:18]([C:25]2[CH:30]=[CH:29][N:28]=[CH:27][C:26]=2[NH:31][C:32]([C:34]2[C:38]3=[N:39][CH:40]=[C:41]([CH2:43][CH2:44][CH3:45])[CH:42]=[C:37]3[O:36][C:35]=2[NH:46]C(=O)OC(C)(C)C)=[O:33])[CH2:17]1)=O)(C)(C)C, predict the reaction product. The product is: [NH2:46][C:35]1[O:36][C:37]2[C:38](=[N:39][CH:40]=[C:41]([CH2:43][CH2:44][CH3:45])[CH:42]=2)[C:34]=1[C:32]([NH:31][C:26]1[CH:27]=[N:28][CH:29]=[CH:30][C:25]=1[N:18]1[CH2:19][C@H:20]([CH3:24])[C@@:21]([OH:23])([CH3:22])[C@H:16]([NH2:15])[CH2:17]1)=[O:33].